Dataset: Merck oncology drug combination screen with 23,052 pairs across 39 cell lines. Task: Regression. Given two drug SMILES strings and cell line genomic features, predict the synergy score measuring deviation from expected non-interaction effect. (1) Drug 1: CN1C(=O)C=CC2(C)C3CCC4(C)C(NC(=O)OCC(F)(F)F)CCC4C3CCC12. Drug 2: CCC1(O)C(=O)OCc2c1cc1n(c2=O)Cc2cc3c(CN(C)C)c(O)ccc3nc2-1. Cell line: SKOV3. Synergy scores: synergy=2.65. (2) Drug 1: O=C(CCCCCCC(=O)Nc1ccccc1)NO. Drug 2: NC(=O)c1cccc2cn(-c3ccc(C4CCCNC4)cc3)nc12. Cell line: NCIH1650. Synergy scores: synergy=0.158. (3) Drug 1: CC1(c2nc3c(C(N)=O)cccc3[nH]2)CCCN1. Drug 2: NC1CCCCC1N.O=C(O)C(=O)O.[Pt+2]. Cell line: NCIH460. Synergy scores: synergy=-20.4. (4) Drug 1: CC(=O)OC1C(=O)C2(C)C(O)CC3OCC3(OC(C)=O)C2C(OC(=O)c2ccccc2)C2(O)CC(OC(=O)C(O)C(NC(=O)c3ccccc3)c3ccccc3)C(C)=C1C2(C)C. Drug 2: COC1=C2CC(C)CC(OC)C(O)C(C)C=C(C)C(OC(N)=O)C(OC)C=CC=C(C)C(=O)NC(=CC1=O)C2=O. Cell line: A2058. Synergy scores: synergy=-29.0. (5) Drug 1: O=S1(=O)NC2(CN1CC(F)(F)F)C1CCC2Cc2cc(C=CCN3CCC(C(F)(F)F)CC3)ccc2C1. Drug 2: O=c1[nH]cc(F)c(=O)[nH]1. Cell line: OV90. Synergy scores: synergy=-0.177.